This data is from Catalyst prediction with 721,799 reactions and 888 catalyst types from USPTO. The task is: Predict which catalyst facilitates the given reaction. (1) Reactant: C[O:2][C:3](=[O:33])[C@@H:4]([NH:22][C:23](=[O:32])[C:24]1[C:29]([Cl:30])=[CH:28][CH:27]=[CH:26][C:25]=1[Cl:31])[CH2:5]/[CH:6]=[CH:7]/[C:8]1[CH:13]=[CH:12][C:11]([C:14]2([O:20][CH3:21])[CH2:19][CH2:18][O:17][CH2:16][CH2:15]2)=[CH:10][CH:9]=1.O.O.O.O.O.O.O.O.[OH-].[Ba+2].[OH-]. Product: [Cl:31][C:25]1[CH:26]=[CH:27][CH:28]=[C:29]([Cl:30])[C:24]=1[C:23]([NH:22][C@@H:4]([CH2:5]/[CH:6]=[CH:7]/[C:8]1[CH:13]=[CH:12][C:11]([C:14]2([O:20][CH3:21])[CH2:19][CH2:18][O:17][CH2:16][CH2:15]2)=[CH:10][CH:9]=1)[C:3]([OH:33])=[O:2])=[O:32]. The catalyst class is: 20. (2) Reactant: [C:1]([CH2:3][C:4]1[CH:12]=[CH:11][C:7]([C:8](O)=[O:9])=[CH:6][CH:5]=1)#[N:2].[BH4-].[Na+].S([O-])(O)(=O)=O.[K+]. Product: [OH:9][CH2:8][C:7]1[CH:11]=[CH:12][C:4]([CH2:3][C:1]#[N:2])=[CH:5][CH:6]=1. The catalyst class is: 30. (3) Reactant: Cl[S:2]([N:5]=[C:6]=[O:7])(=[O:4])=[O:3].[C:8]([OH:12])([CH3:11])([CH3:10])[CH3:9].[CH3:13][O:14][C:15](=[O:34])[CH2:16][NH:17][C:18]1[C:23]([F:24])=[CH:22][C:21]([Br:25])=[CH:20][C:19]=1[O:26][CH2:27][C:28]1[CH:33]=[CH:32][CH:31]=[CH:30][CH:29]=1.C(N(CC)CC)C. Product: [CH3:13][O:14][C:15](=[O:34])[CH2:16][N:17]([S:2](=[O:4])(=[O:3])[NH:5][C:6]([O:12][C:8]([CH3:11])([CH3:10])[CH3:9])=[O:7])[C:18]1[C:23]([F:24])=[CH:22][C:21]([Br:25])=[CH:20][C:19]=1[O:26][CH2:27][C:28]1[CH:33]=[CH:32][CH:31]=[CH:30][CH:29]=1. The catalyst class is: 2. (4) Reactant: [Cl:1][C:2]1[CH:39]=[CH:38][C:5]([C:6]([NH:8][C:9]2[CH:37]=[CH:36][C:12]([C:13]([NH:15][CH2:16][CH2:17][CH2:18][CH2:19][N:20]3[CH2:25][CH2:24][CH:23]([C:26]4[CH:31]=[CH:30][C:29]([CH3:32])=[CH:28][C:27]=4[O:33][CH2:34][CH3:35])[CH2:22][CH2:21]3)=[O:14])=[CH:11][CH:10]=2)=[O:7])=[CH:4][CH:3]=1.[CH3:40][S:41]([OH:44])(=[O:43])=[O:42]. Product: [S:41]([OH:44])(=[O:43])(=[O:42])[CH3:40].[Cl:1][C:2]1[CH:39]=[CH:38][C:5]([C:6]([NH:8][C:9]2[CH:10]=[CH:11][C:12]([C:13]([NH:15][CH2:16][CH2:17][CH2:18][CH2:19][N:20]3[CH2:25][CH2:24][CH:23]([C:26]4[CH:31]=[CH:30][C:29]([CH3:32])=[CH:28][C:27]=4[O:33][CH2:34][CH3:35])[CH2:22][CH2:21]3)=[O:14])=[CH:36][CH:37]=2)=[O:7])=[CH:4][CH:3]=1. The catalyst class is: 14.